The task is: Predict the reactants needed to synthesize the given product.. This data is from Full USPTO retrosynthesis dataset with 1.9M reactions from patents (1976-2016). (1) Given the product [CH:16]1([CH:14]([C:10]2[CH:9]=[C:8]([C:5]3[CH:6]=[CH:7][C:2]([F:1])=[CH:3][CH:4]=3)[O:12][C:11]=2[CH3:13])[OH:15])[CH2:21][CH2:20][CH2:19][CH2:18][CH2:17]1, predict the reactants needed to synthesize it. The reactants are: [F:1][C:2]1[CH:7]=[CH:6][C:5]([C:8]2[O:12][C:11]([CH3:13])=[C:10]([CH:14]=[O:15])[CH:9]=2)=[CH:4][CH:3]=1.[CH:16]1([Mg]Br)[CH2:21][CH2:20][CH2:19][CH2:18][CH2:17]1.O1CCCC1. (2) Given the product [NH2:8][C:5]1([C:11]2[CH:12]=[C:13]([CH:18]=[CH:19][CH:20]=2)[C:14]([O:16][CH3:17])=[O:15])[CH2:6][O:7][C:2]([CH3:1])([CH3:21])[O:3][CH2:4]1, predict the reactants needed to synthesize it. The reactants are: [CH3:1][C:2]1([CH3:21])[O:7][CH2:6][C:5]([C:11]2[CH:12]=[C:13]([CH:18]=[CH:19][CH:20]=2)[C:14]([O:16][CH3:17])=[O:15])([N+:8]([O-])=O)[CH2:4][O:3]1.O. (3) Given the product [NH4+:1].[OH-:13].[NH2:1][CH:4]1[C:25]2[C:20](=[CH:21][C:22]([F:26])=[CH:23][CH:24]=2)[O:19][C:6]2([CH2:7][CH2:8][N:9]([C:12]([O:14][C:15]([CH3:17])([CH3:18])[CH3:16])=[O:13])[CH2:10][CH2:11]2)[CH2:5]1, predict the reactants needed to synthesize it. The reactants are: [N:1]([CH:4]1[C:25]2[C:20](=[CH:21][C:22]([F:26])=[CH:23][CH:24]=2)[O:19][C:6]2([CH2:11][CH2:10][N:9]([C:12]([O:14][C:15]([CH3:18])([CH3:17])[CH3:16])=[O:13])[CH2:8][CH2:7]2)[CH2:5]1)=[N+]=[N-].O.C1(P(C2C=CC=CC=2)C2C=CC=CC=2)C=CC=CC=1.C(O)C. (4) Given the product [NH2:6][C:9]1[CH:10]=[C:11]([C:18]([F:21])([F:19])[F:20])[C:12]([CH2:15][C:16]#[N:17])=[N:13][CH:14]=1, predict the reactants needed to synthesize it. The reactants are: O.O.[Sn](Cl)Cl.[N+:6]([C:9]1[CH:10]=[C:11]([C:18]([F:21])([F:20])[F:19])[C:12]([CH2:15][C:16]#[N:17])=[N:13][CH:14]=1)([O-])=O. (5) Given the product [CH2:1]([O:21][S:28]([C:25]1[CH:26]=[CH:27][C:22]([CH3:32])=[CH:23][CH:24]=1)(=[O:30])=[O:29])[CH2:2][CH2:3][CH2:4]/[CH:5]=[CH:6]\[CH2:7]/[CH:8]=[CH:9]\[CH2:10]/[CH:11]=[CH:12]\[CH2:13]/[CH:14]=[CH:15]\[CH2:16][CH2:17][CH2:18][CH2:19][CH3:20], predict the reactants needed to synthesize it. The reactants are: [CH2:1]([OH:21])[CH2:2][CH2:3][CH2:4]/[CH:5]=[CH:6]\[CH2:7]/[CH:8]=[CH:9]\[CH2:10]/[CH:11]=[CH:12]\[CH2:13]/[CH:14]=[CH:15]\[CH2:16][CH2:17][CH2:18][CH2:19][CH3:20].[C:22]1([CH3:32])[CH:27]=[CH:26][C:25]([S:28](Cl)(=[O:30])=[O:29])=[CH:24][CH:23]=1.